Dataset: Peptide-MHC class I binding affinity with 185,985 pairs from IEDB/IMGT. Task: Regression. Given a peptide amino acid sequence and an MHC pseudo amino acid sequence, predict their binding affinity value. This is MHC class I binding data. (1) The peptide sequence is HMVVKSALL. The MHC is HLA-A24:02 with pseudo-sequence HLA-A24:02. The binding affinity (normalized) is 0.131. (2) The peptide sequence is VSPLAVTWW. The MHC is HLA-A02:12 with pseudo-sequence HLA-A02:12. The binding affinity (normalized) is 0.245. (3) The binding affinity (normalized) is 0.0847. The MHC is HLA-B51:01 with pseudo-sequence HLA-B51:01. The peptide sequence is RTFDRFFEE. (4) The peptide sequence is TPIAYRNVL. The MHC is HLA-B53:01 with pseudo-sequence HLA-B53:01. The binding affinity (normalized) is 0.402. (5) The peptide sequence is SPRPEMQEF. The MHC is HLA-B51:01 with pseudo-sequence HLA-B51:01. The binding affinity (normalized) is 0.0225.